From a dataset of Catalyst prediction with 721,799 reactions and 888 catalyst types from USPTO. Predict which catalyst facilitates the given reaction. Reactant: [Cl:1][C:2]1[C:7](=[O:8])[N:6]([C:9]2[CH:10]=[C:11]([CH:15]=[CH:16][C:17]=2[CH3:18])[C:12](O)=[O:13])[C:5]([CH3:19])=[N:4][C:3]=1[O:20][CH2:21][C:22]1[CH:27]=[CH:26][CH:25]=[C:24]([O:28][CH3:29])[CH:23]=1.[C:30](N1C=CN=C1)(N1C=CN=C1)=O.Cl.[CH3:43][N:44](C)[OH:45].C(N(CC)CC)C. Product: [Cl:1][C:2]1[C:7](=[O:8])[N:6]([C:9]2[CH:10]=[C:11]([CH:15]=[CH:16][C:17]=2[CH3:18])[C:12]([N:44]([O:45][CH3:30])[CH3:43])=[O:13])[C:5]([CH3:19])=[N:4][C:3]=1[O:20][CH2:21][C:22]1[CH:27]=[CH:26][CH:25]=[C:24]([O:28][CH3:29])[CH:23]=1. The catalyst class is: 7.